From a dataset of Reaction yield outcomes from USPTO patents with 853,638 reactions. Predict the reaction yield, written as a fraction of the theoretical maximum amount of product (1.0 means a 100% yield; for example, 0.34 means a 34% yield). (1) The reactants are [CH3:1][C:2]1[N:3]([CH:14]2[CH2:19][CH2:18][O:17][CH2:16][CH2:15]2)[C:4]([C:7]2[CH:12]=[CH:11][N:10]=[C:9]([NH2:13])[N:8]=2)=[CH:5][N:6]=1.Br[C:21]1[CH:33]=[CH:32][C:24]([CH2:25][N:26]2[CH2:31][CH2:30][O:29][CH2:28][CH2:27]2)=[CH:23][CH:22]=1.C([O-])([O-])=O.[Cs+].[Cs+].CC(C1C=C(C(C)C)C(C2C=CC=CC=2P(C2CCCCC2)C2CCCCC2)=C(C(C)C)C=1)C. The catalyst is C1C=CC(/C=C/C(/C=C/C2C=CC=CC=2)=O)=CC=1.C1C=CC(/C=C/C(/C=C/C2C=CC=CC=2)=O)=CC=1.C1C=CC(/C=C/C(/C=C/C2C=CC=CC=2)=O)=CC=1.[Pd].[Pd]. The product is [CH3:1][C:2]1[N:3]([CH:14]2[CH2:19][CH2:18][O:17][CH2:16][CH2:15]2)[C:4]([C:7]2[CH:12]=[CH:11][N:10]=[C:9]([NH:13][C:21]3[CH:22]=[CH:23][C:24]([CH2:25][N:26]4[CH2:31][CH2:30][O:29][CH2:28][CH2:27]4)=[CH:32][CH:33]=3)[N:8]=2)=[CH:5][N:6]=1. The yield is 0.210. (2) The reactants are Cl.C[O:3][C:4]1[CH:13]=[C:12]([O:14][CH3:15])[CH:11]=[C:10]2[C:5]=1[C:6]([NH:16][C:17]1[CH:21]=[C:20]([CH2:22][C:23]([NH:25][C:26]3[CH:31]=[CH:30][CH:29]=[C:28]([F:32])[CH:27]=3)=[O:24])[NH:19][N:18]=1)=[N:7][CH:8]=[N:9]2.Cl.N1C=CC=CC=1.O.N. The catalyst is N1C=CC=CC=1. The product is [F:32][C:28]1[CH:27]=[C:26]([NH:25][C:23](=[O:24])[CH2:22][C:20]2[NH:19][N:18]=[C:17]([NH:16][C:6]3[C:5]4[C:10](=[CH:11][C:12]([O:14][CH3:15])=[CH:13][C:4]=4[OH:3])[N:9]=[CH:8][N:7]=3)[CH:21]=2)[CH:31]=[CH:30][CH:29]=1. The yield is 0.820. (3) The reactants are [Cl-].O[NH3+:3].[C:4](=[O:7])([O-])[OH:5].[Na+].CS(C)=O.[S:13]1[C:17]2[CH:18]=[CH:19][CH:20]=[CH:21][C:16]=2[CH:15]=[C:14]1[CH2:22][N:23]1[C:28](=[O:29])[C:27]([CH2:30][C:31]2[CH:36]=[CH:35][C:34]([C:37]3[C:38]([C:43]#[N:44])=[CH:39][CH:40]=[CH:41][CH:42]=3)=[CH:33][CH:32]=2)=[C:26]([CH2:45][CH2:46][CH2:47][CH3:48])[N:25]=[C:24]1[CH3:49]. The catalyst is C(OCC)(=O)C. The product is [S:13]1[C:17]2[CH:18]=[CH:19][CH:20]=[CH:21][C:16]=2[CH:15]=[C:14]1[CH2:22][N:23]1[C:28](=[O:29])[C:27]([CH2:30][C:31]2[CH:36]=[CH:35][C:34]([C:37]3[CH:42]=[CH:41][CH:40]=[CH:39][C:38]=3[C:43]3[NH:3][C:4](=[O:7])[O:5][N:44]=3)=[CH:33][CH:32]=2)=[C:26]([CH2:45][CH2:46][CH2:47][CH3:48])[N:25]=[C:24]1[CH3:49]. The yield is 0.510. (4) The reactants are [CH3:1][C:2]1([CH3:48])[CH2:10][C:9]2[N:8](COCC[Si](C)(C)C)[N:7]=[C:6]([C:19]3[N:20](COCC[Si](C)(C)C)[C:21]4[C:26]([CH:27]=3)=[CH:25][CH:24]=[C:23]([N:28]([CH3:39])[C:29](=[O:38])[O:30][CH2:31][C:32]3[CH:37]=[CH:36][CH:35]=[CH:34][CH:33]=3)[CH:22]=4)[C:5]=2[CH2:4][CH2:3]1.[F-].C([N+](CCCC)(CCCC)CCCC)CCC. The catalyst is CN(C)C=O. The product is [CH3:1][C:2]1([CH3:48])[CH2:10][C:9]2[NH:8][N:7]=[C:6]([C:19]3[NH:20][C:21]4[C:26]([CH:27]=3)=[CH:25][CH:24]=[C:23]([N:28]([CH3:39])[C:29](=[O:38])[O:30][CH2:31][C:32]3[CH:33]=[CH:34][CH:35]=[CH:36][CH:37]=3)[CH:22]=4)[C:5]=2[CH2:4][CH2:3]1. The yield is 0.910. (5) The product is [OH:41][CH2:35][CH2:36][O:37][CH2:38][CH2:39][O:1][N:2]1[C:3](=[O:12])[C:4]2=[CH:11][CH:10]=[CH:9][CH:8]=[C:5]2[C:6]1=[O:7]. The reactants are [OH:1][N:2]1[C:6](=[O:7])[C:5]2=[CH:8][CH:9]=[CH:10][CH:11]=[C:4]2[C:3]1=[O:12].C1CCN2C(=NCCC2)CC1.CC1C=CC(S([O-])(=O)=O)=CC=1.[CH2:35]([OH:41])[CH2:36][O:37][CH2:38][CH2:39]O. The yield is 0.740. The catalyst is CN(C=O)C. (6) The reactants are [CH2:1]([O:8][C:9]([NH:11][C@H:12]([C:19]([OH:21])=[O:20])[CH2:13][C@@H:14]([CH3:18])[C:15]([OH:17])=[O:16])=[O:10])[C:2]1[CH:7]=[CH:6][CH:5]=[CH:4][CH:3]=1.[C:22](OC(=NC(C)C)NC(C)C)([CH3:25])([CH3:24])[CH3:23]. The catalyst is C(Cl)Cl. The product is [C:2]([O:20][C:19](=[O:21])[C@H:12]([CH2:13][C@@H:14]([CH3:18])[C:15]([O:17][C:22]([CH3:23])([CH3:24])[CH3:25])=[O:16])[NH:11][C:9]([O:8][CH2:1][C:2]1[CH:3]=[CH:4][CH:5]=[CH:6][CH:7]=1)=[O:10])([CH3:7])([CH3:3])[CH3:1]. The yield is 0.200.